Dataset: Forward reaction prediction with 1.9M reactions from USPTO patents (1976-2016). Task: Predict the product of the given reaction. Given the reactants Cl[C:2]([O:5][C:6](Cl)=[O:7])(Cl)Cl.[F:9][C:10]1C=[CH:14][CH:13]=[CH:12][C:11]=1O.N1C2C(=CC=CC=2)C=CC=1.[F:27][C:28]1[CH:61]=[C:60]([F:62])[C:59]([F:63])=[CH:58][C:29]=1[CH2:30][O:31][CH2:32][C@@H:33]1[CH2:37][C@@H:36]([S:38][C:39]([C:52]2[CH:57]=[CH:56][CH:55]=[CH:54][CH:53]=2)([C:46]2[CH:51]=[CH:50][CH:49]=[CH:48][CH:47]=2)[C:40]2[CH:45]=[CH:44][CH:43]=[CH:42][CH:41]=2)[CH2:35][NH:34]1.N1C=CC=CC=1, predict the reaction product. The product is: [F:9][C:10]1[CH:11]=[CH:12][CH:13]=[CH:14][C:2]=1[O:5][C:6]([N:34]1[CH2:35][C@H:36]([S:38][C:39]([C:46]2[CH:51]=[CH:50][CH:49]=[CH:48][CH:47]=2)([C:40]2[CH:41]=[CH:42][CH:43]=[CH:44][CH:45]=2)[C:52]2[CH:53]=[CH:54][CH:55]=[CH:56][CH:57]=2)[CH2:37][C@H:33]1[CH2:32][O:31][CH2:30][C:29]1[CH:58]=[C:59]([F:63])[C:60]([F:62])=[CH:61][C:28]=1[F:27])=[O:7].